Dataset: Forward reaction prediction with 1.9M reactions from USPTO patents (1976-2016). Task: Predict the product of the given reaction. (1) Given the reactants [CH3:1][C:2]1[N:7]=[C:6]([CH:8](C(OCC)=O)[C:9]([O:11][CH2:12]C)=[O:10])[CH:5]=[C:4]([C:19]([F:22])([F:21])[F:20])[CH:3]=1.C[O-].[Na+], predict the reaction product. The product is: [CH3:1][C:2]1[N:7]=[C:6]([CH2:8][C:9]([O:11][CH3:12])=[O:10])[CH:5]=[C:4]([C:19]([F:22])([F:20])[F:21])[CH:3]=1. (2) Given the reactants [OH:1][CH2:2][CH2:3][N:4]([C@@H:12]1[C@@H:16]([C:17]2[CH:22]=[CH:21][CH:20]=[CH:19][CH:18]=2)[CH2:15][N:14]([S:23]([C:26]2[N:27]=[CH:28][N:29]([CH3:31])[CH:30]=2)(=[O:25])=[O:24])[CH2:13]1)C(=O)OC(C)(C)C.I[CH2:33][CH3:34].[H-].[Na+].Cl, predict the reaction product. The product is: [CH2:33]([O:1][CH2:2][CH2:3][NH:4][C@@H:12]1[C@@H:16]([C:17]2[CH:22]=[CH:21][CH:20]=[CH:19][CH:18]=2)[CH2:15][N:14]([S:23]([C:26]2[N:27]=[CH:28][N:29]([CH3:31])[CH:30]=2)(=[O:24])=[O:25])[CH2:13]1)[CH3:34]. (3) Given the reactants [N:1]1([C:10]2[S:14][C:13]([C:15]([O:17][CH3:18])=[O:16])=[C:12]([NH:19][C:20]([O:22][CH2:23][C:24]3[CH:29]=[CH:28][CH:27]=[CH:26][CH:25]=3)=[O:21])[CH:11]=2)[C:5]2[CH:6]=[CH:7][CH:8]=[CH:9][C:4]=2[N:3]=[CH:2]1.C(=O)([O-])[O-].[Cs+].[Cs+].CN(C)C=O.[F:41][C:42]([F:52])([F:51])[C:43]1[CH:50]=[CH:49][CH:48]=[CH:47][C:44]=1[CH2:45]Br, predict the reaction product. The product is: [N:1]1([C:10]2[S:14][C:13]([C:15]([O:17][CH3:18])=[O:16])=[C:12]([N:19]([C:20]([O:22][CH2:23][C:24]3[CH:29]=[CH:28][CH:27]=[CH:26][CH:25]=3)=[O:21])[CH2:45][C:44]3[CH:47]=[CH:48][CH:49]=[CH:50][C:43]=3[C:42]([F:41])([F:51])[F:52])[CH:11]=2)[C:5]2[CH:6]=[CH:7][CH:8]=[CH:9][C:4]=2[N:3]=[CH:2]1.